This data is from Reaction yield outcomes from USPTO patents with 853,638 reactions. The task is: Predict the reaction yield, written as a fraction of the theoretical maximum amount of product (1.0 means a 100% yield; for example, 0.34 means a 34% yield). (1) The reactants are [Cl:1][C:2]1[NH:3][C:4]([C:11]2[CH:16]=[CH:15][CH:14]=[CH:13][CH:12]=2)=[CH:5][C:6]=1[C:7]([O:9][CH3:10])=[O:8].C(CC(OC)=O)#N.C(Br)C(C1C=CC=CC=1)=O.[O-]S(C(F)(F)[F:39])(=O)=O.ClC1C=CC=C(Cl)[N+]=1F. The catalyst is C(#N)C. The product is [Cl:1][C:2]1[NH:3][C:4]([C:11]2[CH:16]=[CH:15][CH:14]=[CH:13][CH:12]=2)=[C:5]([F:39])[C:6]=1[C:7]([O:9][CH3:10])=[O:8]. The yield is 0.160. (2) The reactants are [NH2:1][C:2]1[S:3][CH:4]=[C:5]2[C:10]=1[C:9](=[O:11])[N:8]([C:12]1[CH:17]=[CH:16][C:15]([Cl:18])=[CH:14][CH:13]=1)[N:7]=[C:6]2[C:19]([NH:21][CH:22](C)[CH3:23])=[O:20].NC1SC=C2C=1C(=O)N(C1C=CC(Cl)=CC=1)N=C2C(O)=O.Cl.C(N)C. The catalyst is C(O)C. The product is [NH2:1][C:2]1[S:3][CH:4]=[C:5]2[C:10]=1[C:9](=[O:11])[N:8]([C:12]1[CH:13]=[CH:14][C:15]([Cl:18])=[CH:16][CH:17]=1)[N:7]=[C:6]2[C:19]([NH:21][CH2:22][CH3:23])=[O:20]. The yield is 0.580. (3) The reactants are [CH:1]1[C:6]([OH:7])=[CH:5][CH:4]=[C:3]([CH3:8])[CH:2]=1.[N+:9]([C:12]1[CH:17]=[CH:16][CH:15]=[C:14]([N+]([O-])=O)[CH:13]=1)([O-:11])=[O:10].C(=O)([O-])[O-].[Cs+].[Cs+]. The catalyst is CS(C)=O. The product is [CH3:8][C:3]1[CH:4]=[CH:5][C:6]([O:7][C:14]2[CH:13]=[C:12]([N+:9]([O-:11])=[O:10])[CH:17]=[CH:16][CH:15]=2)=[CH:1][CH:2]=1. The yield is 0.660. (4) The reactants are [N:1]1[CH:6]=[CH:5][C:4]([C:7]2[CH:8]=[CH:9][C:10]3[O:15][CH2:14][C:13](=[O:16])[NH:12][C:11]=3[CH:17]=2)=[CH:3][CH:2]=1.Cl. The catalyst is CO.CCOCC.[Pt](=O)=O. The product is [NH:1]1[CH2:2][CH2:3][CH:4]([C:7]2[CH:8]=[CH:9][C:10]3[O:15][CH2:14][C:13](=[O:16])[NH:12][C:11]=3[CH:17]=2)[CH2:5][CH2:6]1. The yield is 0.870. (5) The reactants are Cl.[NH2:2][C:3]1[CH:4]=[C:5]([CH:8]=[C:9]([NH:11][C:12]2[C:21]3[C:16](=[CH:17][C:18]([Cl:22])=[CH:19][CH:20]=3)[N:15]=[CH:14][CH:13]=2)[CH:10]=1)[C:6]#[N:7].Cl.Cl[CH2:25][CH2:26][N:27]1[CH2:32][CH2:31][CH2:30][CH2:29][CH2:28]1.C([O-])([O-])=O.[K+].[K+]. The catalyst is C(#N)C. The product is [Cl-:22].[NH2:2][C:3]1[CH:10]=[C:9]([NH:11][C:12]2[C:21]3[C:16](=[CH:17][C:18]([Cl:22])=[CH:19][CH:20]=3)[N+:15]([CH2:25][CH2:26][N:27]3[CH2:32][CH2:31][CH2:30][CH2:29][CH2:28]3)=[CH:14][CH:13]=2)[CH:8]=[C:5]([C:6]#[N:7])[CH:4]=1. The yield is 0.440. (6) The yield is 0.550. The catalyst is O1CCCC1. The reactants are Cl[CH2:2][CH2:3][CH2:4][NH:5][C:6]([NH:8][C:9]1[CH:14]=[C:13]([C:15]2[N:19]3[N:20]=[CH:21][CH:22]=[CH:23][C:18]3=[N:17][C:16]=2[C:24]2[CH:29]=[CH:28][C:27]([F:30])=[C:26]([CH3:31])[CH:25]=2)[CH:12]=[CH:11][N:10]=1)=[O:7].CC(C)([O-])C.[K+]. The product is [F:30][C:27]1[CH:28]=[CH:29][C:24]([C:16]2[N:17]=[C:18]3[CH:23]=[CH:22][CH:21]=[N:20][N:19]3[C:15]=2[C:13]2[CH:12]=[CH:11][N:10]=[C:9]([N:8]3[CH2:2][CH2:3][CH2:4][NH:5][C:6]3=[O:7])[CH:14]=2)=[CH:25][C:26]=1[CH3:31].